Task: Predict the product of the given reaction.. Dataset: Forward reaction prediction with 1.9M reactions from USPTO patents (1976-2016) (1) Given the reactants [Cl:1][C:2]1[CH:7]=[CH:6][C:5]([S:8]([NH:11][CH2:12][C:13]2[CH:22]=[CH:21][C:16]([C:17]([O:19][CH3:20])=[O:18])=[CH:15][CH:14]=2)(=[O:10])=[O:9])=[CH:4][CH:3]=1.C([O-])([O-])=O.[K+].[K+].[F:29][C:30]1[CH:37]=[CH:36][CH:35]=[CH:34][C:31]=1[CH2:32]Br, predict the reaction product. The product is: [Cl:1][C:2]1[CH:7]=[CH:6][C:5]([S:8]([N:11]([CH2:12][C:13]2[CH:14]=[CH:15][C:16]([C:17]([O:19][CH3:20])=[O:18])=[CH:21][CH:22]=2)[CH2:32][C:31]2[CH:34]=[CH:35][CH:36]=[CH:37][C:30]=2[F:29])(=[O:10])=[O:9])=[CH:4][CH:3]=1. (2) Given the reactants [NH2:1][CH2:2][CH2:3][C:4]1[CH:28]=[CH:27][C:7]([NH:8][CH:9]2[CH2:14][CH2:13][N:12]([C:15]([NH:17][CH2:18][CH2:19][C:20]3[CH:25]=[CH:24][CH:23]=[C:22]([F:26])[CH:21]=3)=[O:16])[CH2:11][CH2:10]2)=[CH:6][CH:5]=1.C([Si]([O:46][C:47]1[CH:52]=[CH:51][C:50]([O:53][CH2:54][CH:55]2[CH2:57][O:56]2)=[CH:49][CH:48]=1)(C1C=CC=CC=1)C1C=CC=CC=1)(C)(C)C, predict the reaction product. The product is: [F:26][C:22]1[CH:21]=[C:20]([CH2:19][CH2:18][NH:17][C:15]([N:12]2[CH2:11][CH2:10][CH:9]([NH:8][C:7]3[CH:6]=[CH:5][C:4]([CH2:3][CH2:2][NH:1][CH2:57][C@H:55]([OH:56])[CH2:54][O:53][C:50]4[CH:51]=[CH:52][C:47]([OH:46])=[CH:48][CH:49]=4)=[CH:28][CH:27]=3)[CH2:14][CH2:13]2)=[O:16])[CH:25]=[CH:24][CH:23]=1. (3) The product is: [NH2:1][C:2]1[N:7]=[C:6]([CH3:8])[C:5]([CH2:9][C:24]2[CH:23]=[C:22]([CH2:25][C:26]([OH:28])=[O:27])[CH:21]=[CH:20][C:19]=2[O:18][CH3:17])=[C:4]([NH:11][CH2:12][CH2:13][CH2:14][CH2:15][CH3:16])[N:3]=1. Given the reactants [NH2:1][C:2]1[N:7]=[C:6]([CH3:8])[C:5]([CH2:9]O)=[C:4]([NH:11][CH2:12][CH2:13][CH2:14][CH2:15][CH3:16])[N:3]=1.[CH3:17][O:18][C:19]1[CH:24]=[CH:23][C:22]([CH2:25][C:26]([OH:28])=[O:27])=[CH:21][CH:20]=1, predict the reaction product. (4) Given the reactants [CH3:1][O:2][C:3]1[CH:8]=[CH:7][C:6]([N:9]2[C:18]3[C:13](=[CH:14][C:15]([F:32])=[C:16]([N:19]4[CH2:23][CH2:22][CH:21]([NH:24][C:25]([O:27][C:28]([CH3:31])([CH3:30])[CH3:29])=[O:26])[CH2:20]4)[CH:17]=3)[C:12](=[O:33])[N:11]([O:34]CC3C=CC=CC=3)[C:10]2=[O:42])=[CH:5][CH:4]=1, predict the reaction product. The product is: [CH3:1][O:2][C:3]1[CH:8]=[CH:7][C:6]([N:9]2[C:18]3[C:13](=[CH:14][C:15]([F:32])=[C:16]([N:19]4[CH2:23][CH2:22][CH:21]([NH:24][C:25]([O:27][C:28]([CH3:31])([CH3:29])[CH3:30])=[O:26])[CH2:20]4)[CH:17]=3)[C:12](=[O:33])[N:11]([OH:34])[C:10]2=[O:42])=[CH:5][CH:4]=1. (5) The product is: [OH:21][NH:20][C:1]([C:3]1[CH:4]=[C:5]2[C:9](=[CH:10][CH:11]=1)[N:8]([C:12]([O:14][C:15]([CH3:18])([CH3:17])[CH3:16])=[O:13])[CH:7]=[CH:6]2)=[NH:2]. Given the reactants [C:1]([C:3]1[CH:4]=[C:5]2[C:9](=[CH:10][CH:11]=1)[N:8]([C:12]([O:14][C:15]([CH3:18])([CH3:17])[CH3:16])=[O:13])[CH:7]=[CH:6]2)#[N:2].Cl.[NH2:20][OH:21].C([O-])([O-])=O.[Na+].[Na+], predict the reaction product. (6) Given the reactants [C:1]([O:5][C:6](=[O:45])[CH2:7][CH:8]([NH:17][CH2:18][CH2:19][N:20](C(OCC1C=CC=CC=1)=O)[CH2:21][CH:22]=[CH:23][C:24]1[CH:29]=[CH:28][CH:27]=[C:26]([NH:30][CH2:31][CH:32]2[CH2:34][CH2:33]2)[N:25]=1)[C:9]1[CH:10]=[N:11][C:12]([O:15][CH3:16])=[CH:13][CH:14]=1)([CH3:4])([CH3:3])[CH3:2].[H][H], predict the reaction product. The product is: [C:1]([O:5][C:6](=[O:45])[CH2:7][CH:8]([NH:17][CH2:18][CH2:19][NH:20][CH2:21][CH2:22][CH2:23][C:24]1[CH:29]=[CH:28][CH:27]=[C:26]([NH:30][CH2:31][CH:32]2[CH2:34][CH2:33]2)[N:25]=1)[C:9]1[CH:10]=[N:11][C:12]([O:15][CH3:16])=[CH:13][CH:14]=1)([CH3:4])([CH3:2])[CH3:3].